From a dataset of Full USPTO retrosynthesis dataset with 1.9M reactions from patents (1976-2016). Predict the reactants needed to synthesize the given product. (1) Given the product [Br:18][C:14]1[N:11]2[CH2:12][CH2:13][N:8]([CH:4]([CH2:5][CH2:6][CH3:7])[CH2:1][CH2:2][CH3:3])[C:9](=[O:17])[C:10]2=[CH:16][CH:15]=1, predict the reactants needed to synthesize it. The reactants are: [CH2:1]([CH:4]([N:8]1[CH2:13][CH2:12][N:11]2[CH:14]=[CH:15][CH:16]=[C:10]2[C:9]1=[O:17])[CH2:5][CH2:6][CH3:7])[CH2:2][CH3:3].[Br:18]N1C(=O)CCC1=O. (2) The reactants are: [NH2:1][C:2]1[N:34]=[C:5]2[C:6]([C:24]3[CH:29]=[CH:28][CH:27]=[C:26]([C:30]([F:33])([F:32])[F:31])[CH:25]=3)=[C:7]([CH3:23])[C:8]([C:10]3[N:14]([C:15]4[CH:22]=[CH:21][C:18]([C:19]#[N:20])=[CH:17][CH:16]=4)[N:13]=[CH:12][CH:11]=3)=[CH:9][N:4]2[N:3]=1.[CH3:35][N:36]([CH3:43])[CH2:37][CH2:38][CH2:39][C:40](O)=[O:41]. Given the product [C:19]([C:18]1[CH:17]=[CH:16][C:15]([N:14]2[C:10]([C:8]3[C:7]([CH3:23])=[C:6]([C:24]4[CH:29]=[CH:28][CH:27]=[C:26]([C:30]([F:32])([F:33])[F:31])[CH:25]=4)[C:5]4[N:4]([N:3]=[C:2]([NH:1][C:40](=[O:41])[CH2:39][CH2:38][CH2:37][N:36]([CH3:43])[CH3:35])[N:34]=4)[CH:9]=3)=[CH:11][CH:12]=[N:13]2)=[CH:22][CH:21]=1)#[N:20], predict the reactants needed to synthesize it. (3) Given the product [CH2:25]([N:32]1[CH2:37][CH2:36][N:35]([C:19]([C:11]2[N:10]=[CH:9][N:8]([C@@H:3]3[CH2:4][CH2:5][CH2:6][CH2:7][C@:2]3([CH2:22][O:23][CH3:24])[OH:1])[C:12]=2[C:13]2[CH:14]=[CH:15][CH:16]=[CH:17][CH:18]=2)=[O:20])[C@H:34]([CH2:38][CH2:39][OH:40])[CH2:33]1)[C:26]1[CH:27]=[CH:28][CH:29]=[CH:30][CH:31]=1, predict the reactants needed to synthesize it. The reactants are: [OH:1][C@@:2]1([CH2:22][O:23][CH3:24])[CH2:7][CH2:6][CH2:5][CH2:4][C@H:3]1[N:8]1[C:12]([C:13]2[CH:18]=[CH:17][CH:16]=[CH:15][CH:14]=2)=[C:11]([C:19](O)=[O:20])[N:10]=[CH:9]1.[CH2:25]([N:32]1[CH2:37][CH2:36][NH:35][C@H:34]([CH2:38][CH2:39][OH:40])[CH2:33]1)[C:26]1[CH:31]=[CH:30][CH:29]=[CH:28][CH:27]=1.CCN=C=NCCCN(C)C.Cl.C1C=CC2N(O)N=NC=2C=1.C(=O)([O-])O.[Na+]. (4) Given the product [OH:20][CH:21]1[CH2:26][CH2:25][N:24]([S:16]([C:14]2[S:15][C:11]([C:7]3[S:6][C:5]([NH:4][C:1](=[O:3])[CH3:2])=[N:9][C:8]=3[CH3:10])=[CH:12][CH:13]=2)(=[O:18])=[O:17])[CH2:23][CH2:22]1, predict the reactants needed to synthesize it. The reactants are: [C:1]([NH:4][C:5]1[S:6][C:7]([C:11]2[S:15][C:14]([S:16](Cl)(=[O:18])=[O:17])=[CH:13][CH:12]=2)=[C:8]([CH3:10])[N:9]=1)(=[O:3])[CH3:2].[OH:20][CH:21]1[CH2:26][CH2:25][NH:24][CH2:23][CH2:22]1.CCN(C(C)C)C(C)C. (5) Given the product [ClH:35].[ClH:35].[ClH:35].[Cl:35][C:22]1([C:17]2[C:16]([O:15][CH:13]3[CH2:14][N:11]([C:9]([O:8][CH2:1][C:2]4[CH:7]=[CH:6][CH:5]=[CH:4][CH:3]=4)=[O:10])[CH2:12]3)=[N:21][CH:20]=[CH:19][N:18]=2)[CH2:27][CH2:26][NH:25][CH2:24][CH2:23]1, predict the reactants needed to synthesize it. The reactants are: [CH2:1]([O:8][C:9]([N:11]1[CH2:14][CH:13]([O:15][C:16]2[C:17]([C:22]3[CH2:27][CH2:26][N:25](C(OC(C)(C)C)=O)[CH2:24][CH:23]=3)=[N:18][CH:19]=[CH:20][N:21]=2)[CH2:12]1)=[O:10])[C:2]1[CH:7]=[CH:6][CH:5]=[CH:4][CH:3]=1.[ClH:35]. (6) The reactants are: C(CC[NH:5][C:6]([C:8]1[CH:9]=[CH:10][C:11](OC2C=C(C)C=C(C)C=2)=[C:12](S(N2CCN(C(OC(C)(C)C)=O)CC2)(=O)=O)[CH:13]=1)=[O:7])#N.[ClH:39]. Given the product [ClH:39].[C:6]([NH2:5])(=[O:7])[C:8]1[CH:9]=[CH:10][CH:11]=[CH:12][CH:13]=1, predict the reactants needed to synthesize it. (7) Given the product [Br:38][CH:27]([C:20]1[C:19]([Cl:34])=[C:18]2[C:23]([CH2:24][CH2:25][N:16]([CH2:15][C:14]3[C:9](=[O:8])[NH:10][C:11]([CH3:37])=[CH:12][C:13]=3[CH3:36])[C:17]2=[O:35])=[C:22]([Cl:26])[CH:21]=1)[C:28]([O:30][CH3:31])=[O:29], predict the reactants needed to synthesize it. The reactants are: C([O:8][C:9]1[C:14]([CH2:15][N:16]2[CH2:25][CH2:24][C:23]3[C:18](=[C:19]([Cl:34])[C:20]([C:27](=[N+]=[N-])[C:28]([O:30][CH3:31])=[O:29])=[CH:21][C:22]=3[Cl:26])[C:17]2=[O:35])=[C:13]([CH3:36])[CH:12]=[C:11]([CH3:37])[N:10]=1)C1C=CC=CC=1.[BrH:38]. (8) The reactants are: O[CH2:2][C@@H:3]([NH2:8])[CH:4]([CH3:7])[CH2:5][CH3:6].COC(=O)[C@H]([C@H](CC)C)N.OCCN.[CH3:23][O:24][C:25]([C:27]1[CH:32]=[CH:31][C:30]([N:33]=[C:34]=[S:35])=[C:29]([CH3:36])[CH:28]=1)=[O:26]. Given the product [CH3:23][O:24][C:25]([C:27]1[CH:32]=[CH:31][C:30]([N:33]=[C:34]2[NH:8][C@@H:3]([CH:4]([CH2:5][CH3:6])[CH3:7])[CH2:2][S:35]2)=[C:29]([CH3:36])[CH:28]=1)=[O:26], predict the reactants needed to synthesize it.